This data is from Peptide-MHC class II binding affinity with 134,281 pairs from IEDB. The task is: Regression. Given a peptide amino acid sequence and an MHC pseudo amino acid sequence, predict their binding affinity value. This is MHC class II binding data. (1) The peptide sequence is SQDLELSWNLAGLQAY. The MHC is HLA-DQA10301-DQB10302 with pseudo-sequence HLA-DQA10301-DQB10302. The binding affinity (normalized) is 0.537. (2) The peptide sequence is VQDAATYAVTTFSNV. The MHC is HLA-DPA10201-DPB10101 with pseudo-sequence HLA-DPA10201-DPB10101. The binding affinity (normalized) is 0.672.